This data is from PAMPA (Parallel Artificial Membrane Permeability Assay) permeability data from NCATS. The task is: Regression/Classification. Given a drug SMILES string, predict its absorption, distribution, metabolism, or excretion properties. Task type varies by dataset: regression for continuous measurements (e.g., permeability, clearance, half-life) or binary classification for categorical outcomes (e.g., BBB penetration, CYP inhibition). Dataset: pampa_ncats. The compound is CC(=O)NC1=NC=CC(=C1)C2=NC3=CC=CC=C3C(=N2)NC4=CC(=C(C=C4)F)F. The result is 1 (high permeability).